From a dataset of HIV replication inhibition screening data with 41,000+ compounds from the AIDS Antiviral Screen. Binary Classification. Given a drug SMILES string, predict its activity (active/inactive) in a high-throughput screening assay against a specified biological target. (1) The compound is O=c1[nH]c2nc3ccccc3c(=O)n2nc1Cc1ccccc1. The result is 0 (inactive). (2) The compound is CC(C)Oc1nc(N2CCNCC2)nc2c1CCC2.O=C(O)C(=O)O. The result is 0 (inactive). (3) The result is 0 (inactive). The molecule is O=c1[nH]c(=O)n(C2CC(O)C(CO)O2)cc1OCc1ccccc1. (4) The molecule is Nc1cc(N)c(N=Nc2ccc(C=Cc3ccc(N=Nc4c(N)cc(N)cc4C(=O)O)cc3S(=O)(=O)O)c(S(=O)(=O)O)c2)c(C(=O)O)c1.[NaH]. The result is 1 (active). (5) The molecule is O=C1C2CC(O)C3C(=O)C4CC(O)C1C4C23. The result is 0 (inactive).